From a dataset of Reaction yield outcomes from USPTO patents with 853,638 reactions. Predict the reaction yield, written as a fraction of the theoretical maximum amount of product (1.0 means a 100% yield; for example, 0.34 means a 34% yield). (1) The product is [NH:1]1[C:5]2[CH:6]=[CH:7][C:8]([C:10]([N:12]3[CH2:21][C@H:20]4[C@H:14]([CH2:15][CH2:16][N:17]([C:22](=[O:37])[CH2:23][CH2:24][C:25]5[CH:30]=[CH:29][C:28]([O:31][C:32]([F:35])([F:33])[F:34])=[C:27]([F:36])[CH:26]=5)[CH2:18][CH2:19]4)[CH2:13]3)=[O:11])=[CH:9][C:4]=2[N:3]=[N:2]1. The reactants are [NH:1]1[C:5]2[CH:6]=[CH:7][C:8]([C:10]([N:12]3[CH2:21][C@H:20]4[C@H:14]([CH2:15][CH2:16][N:17]([C:22](=[O:37])/[CH:23]=[CH:24]/[C:25]5[CH:30]=[CH:29][C:28]([O:31][C:32]([F:35])([F:34])[F:33])=[C:27]([F:36])[CH:26]=5)[CH2:18][CH2:19]4)[CH2:13]3)=[O:11])=[CH:9][C:4]=2[N:3]=[N:2]1. The catalyst is CO.[Pd]. The yield is 0.740. (2) The reactants are [Si]([O:8][CH2:9][C:10]#[C:11][C:12]1[CH:13]=[C:14]2[C:19](=[C:20]([C:22]([O:24]CC)=[O:23])[CH:21]=1)[N:18]=[CH:17][N:16]=[C:15]2[NH:27][CH2:28][C:29]1[CH:34]=[CH:33][C:32]([O:35][CH3:36])=[CH:31][C:30]=1[O:37][CH3:38])(C(C)(C)C)(C)C.O[Li].O. The catalyst is C1COCC1.O. The product is [CH3:38][O:37][C:30]1[CH:31]=[C:32]([O:35][CH3:36])[CH:33]=[CH:34][C:29]=1[CH2:28][NH:27][C:15]1[C:14]2[C:19](=[C:20]([C:22]([OH:24])=[O:23])[CH:21]=[C:12]([C:11]#[C:10][CH2:9][OH:8])[CH:13]=2)[N:18]=[CH:17][N:16]=1. The yield is 0.460. (3) The reactants are [CH:1]([C:4]1[CH:9]=[CH:8][C:7]([CH:10]2[C:14]3[C:15]([CH3:34])=[C:16]([NH:21][C:22](=O)[CH2:23][CH2:24][C:25]4[CH:30]=[CH:29][C:28]([O:31][CH3:32])=[CH:27][CH:26]=4)[C:17]([CH3:20])=[C:18]([CH3:19])[C:13]=3[O:12][C:11]2([CH3:36])[CH3:35])=[CH:6][CH:5]=1)([CH3:3])[CH3:2]. The catalyst is CCCCC. The product is [CH:1]([C:4]1[CH:5]=[CH:6][C:7]([CH:10]2[C:14]3[C:15]([CH3:34])=[C:16]([NH:21][CH2:22][CH2:23][CH2:24][C:25]4[CH:26]=[CH:27][C:28]([O:31][CH3:32])=[CH:29][CH:30]=4)[C:17]([CH3:20])=[C:18]([CH3:19])[C:13]=3[O:12][C:11]2([CH3:36])[CH3:35])=[CH:8][CH:9]=1)([CH3:2])[CH3:3]. The yield is 0.990.